Dataset: Peptide-MHC class I binding affinity with 185,985 pairs from IEDB/IMGT. Task: Regression. Given a peptide amino acid sequence and an MHC pseudo amino acid sequence, predict their binding affinity value. This is MHC class I binding data. (1) The peptide sequence is MLDQFGVSY. The MHC is HLA-A01:01 with pseudo-sequence HLA-A01:01. The binding affinity (normalized) is 0.719. (2) The peptide sequence is HSNLNDTTY. The MHC is HLA-A02:12 with pseudo-sequence HLA-A02:12. The binding affinity (normalized) is 0.0847. (3) The peptide sequence is LMARRARSL. The MHC is HLA-A01:01 with pseudo-sequence HLA-A01:01. The binding affinity (normalized) is 0.213. (4) The peptide sequence is RSNNKFTLK. The MHC is HLA-B07:02 with pseudo-sequence HLA-B07:02. The binding affinity (normalized) is 0.0847. (5) The peptide sequence is AEWVLAYMLF. The MHC is Patr-B2401 with pseudo-sequence Patr-B2401. The binding affinity (normalized) is 0.370.